This data is from Reaction yield outcomes from USPTO patents with 853,638 reactions. The task is: Predict the reaction yield, written as a fraction of the theoretical maximum amount of product (1.0 means a 100% yield; for example, 0.34 means a 34% yield). (1) The reactants are [F:1][C:2]1[CH:7]=[C:6]([F:8])[CH:5]=[CH:4][C:3]=1[CH3:9].[Br:10]Br. The product is [Br:10][C:3]1([CH3:9])[CH:4]=[CH:5][C:6]([F:8])=[CH:7][CH:2]1[F:1]. The yield is 1.00. The catalyst is [Fe]. (2) The reactants are [H-].[Na+].C1[CH2:7][O:6][CH2:5]C1.[Cl:8][C:9]1[C:14]([OH:15])=[CH:13][CH:12]=[CH:11][N:10]=1.COCCl. The catalyst is O. The product is [Cl:8][C:9]1[C:14]([O:15][CH2:5][O:6][CH3:7])=[CH:13][CH:12]=[CH:11][N:10]=1. The yield is 0.750.